From a dataset of Forward reaction prediction with 1.9M reactions from USPTO patents (1976-2016). Predict the product of the given reaction. (1) Given the reactants [CH2:1]([NH2:9])[CH2:2][C:3]1[CH:8]=[CH:7][CH:6]=[CH:5][CH:4]=1.[C:21]([O:20][C:18](O[C:18]([O:20][C:21]([CH3:24])([CH3:23])[CH3:22])=[O:19])=[O:19])([CH3:24])([CH3:23])[CH3:22].[F-].C([N+:30]([CH2:39][CH2:40][CH2:41]C)([CH2:35][CH2:36][CH2:37]C)CCCC)CCC.[C:43]([O-:46])(O)=O.[Na+], predict the reaction product. The product is: [C:21]([O:20][C:18](=[O:19])[N:9]([CH2:41][C:40]1[CH:39]=[N:30][CH:35]=[C:36]([CH2:43][OH:46])[CH:37]=1)[CH2:1][CH2:2][C:3]1[CH:8]=[CH:7][CH:6]=[CH:5][CH:4]=1)([CH3:22])([CH3:23])[CH3:24]. (2) Given the reactants [NH2:1][C:2]1[CH:10]=[C:9]([O:11][CH3:12])[CH:8]=[C:7]([O:13][CH3:14])[C:3]=1[C:4]([NH2:6])=[O:5].[CH3:15][O:16][CH2:17][CH2:18][O:19][C:20]1[C:27]([CH3:28])=[CH:26][C:23]([CH:24]=O)=[CH:22][C:21]=1[CH3:29].OS([O-])=O.[Na+].CC1C=CC(S(O)(=O)=O)=CC=1, predict the reaction product. The product is: [CH3:14][O:13][C:7]1[CH:8]=[C:9]([O:11][CH3:12])[CH:10]=[C:2]2[C:3]=1[C:4](=[O:5])[NH:6][C:24]([C:23]1[CH:26]=[C:27]([CH3:28])[C:20]([O:19][CH2:18][CH2:17][O:16][CH3:15])=[C:21]([CH3:29])[CH:22]=1)=[N:1]2. (3) Given the reactants [Br:1][C:2]1[C:3]([CH3:12])=[C:4]([N+:9]([O-])=O)[C:5]([OH:8])=[N:6][CH:7]=1.[Sn](Cl)Cl, predict the reaction product. The product is: [NH2:9][C:4]1[C:5]([OH:8])=[N:6][CH:7]=[C:2]([Br:1])[C:3]=1[CH3:12].